This data is from Forward reaction prediction with 1.9M reactions from USPTO patents (1976-2016). The task is: Predict the product of the given reaction. Given the reactants Br[C:2]1[CH:3]=[C:4]([CH:26]=[CH:27][CH:28]=1)[C:5]([NH:7][C:8]1[CH:13]=[CH:12][C:11]([N:14]2[C:18]([C:19]([F:22])([F:21])[F:20])=[CH:17][C:16]([O:23][CH2:24][CH3:25])=[N:15]2)=[CH:10][N:9]=1)=[O:6].[N:29]1([C:34]([C:36]2[CH:41]=[CH:40][C:39](B(O)O)=[CH:38][CH:37]=2)=[O:35])[CH2:33][CH2:32][CH2:31][CH2:30]1.C(=O)([O-])[O-].[Cs+].[Cs+], predict the reaction product. The product is: [CH2:24]([O:23][C:16]1[CH:17]=[C:18]([C:19]([F:22])([F:21])[F:20])[N:14]([C:11]2[CH:12]=[CH:13][C:8]([NH:7][C:5]([C:4]3[CH:3]=[C:2]([C:39]4[CH:38]=[CH:37][C:36]([C:34]([N:29]5[CH2:30][CH2:31][CH2:32][CH2:33]5)=[O:35])=[CH:41][CH:40]=4)[CH:28]=[CH:27][CH:26]=3)=[O:6])=[N:9][CH:10]=2)[N:15]=1)[CH3:25].